The task is: Predict the product of the given reaction.. This data is from Forward reaction prediction with 1.9M reactions from USPTO patents (1976-2016). (1) The product is: [CH3:1][C:2]1[C:23]([CH3:24])=[CH:22][C:5]2[N:6]([CH2:9][C:10]3[CH:11]=[CH:12][C:13]4[N:14]=[C:15]([NH:25][C@@H:26]5[CH2:31][CH2:30][CH2:29][CH2:28][C@H:27]5[OH:32])[S:17][C:20]=4[CH:21]=3)[CH:7]=[N:8][C:4]=2[CH:3]=1. Given the reactants [CH3:1][C:2]1[C:23]([CH3:24])=[CH:22][C:5]2[N:6]([CH2:9][C:10]3[CH:21]=[CH:20][C:13]4[N:14]=[C:15]([S:17](C)=O)S[C:12]=4[CH:11]=3)[CH:7]=[N:8][C:4]=2[CH:3]=1.[NH2:25][C@@H:26]1[CH2:31][CH2:30][CH2:29][CH2:28][C@H:27]1[OH:32].CCN(C(C)C)C(C)C.CN1C(=O)CCC1, predict the reaction product. (2) Given the reactants [C:1]([O:5][C:6](=[O:21])[NH:7][C:8]1[CH:13]=[C:12]([CH2:14][CH3:15])[C:11]([C:16]([F:19])([F:18])[F:17])=[CH:10][C:9]=1[NH2:20])([CH3:4])([CH3:3])[CH3:2].C([O:26][C:27](=O)[CH2:28][C:29](=[O:42])[C:30]1[CH:35]=[CH:34][CH:33]=[C:32]([C:36]2[CH:37]=[N:38][CH:39]=[CH:40][CH:41]=2)[CH:31]=1)(C)(C)C, predict the reaction product. The product is: [C:1]([O:5][C:6](=[O:21])[NH:7][C:8]1[CH:13]=[C:12]([CH2:14][CH3:15])[C:11]([C:16]([F:19])([F:18])[F:17])=[CH:10][C:9]=1[NH:20][C:27](=[O:26])[CH2:28][C:29](=[O:42])[C:30]1[CH:35]=[CH:34][CH:33]=[C:32]([C:36]2[CH:37]=[N:38][CH:39]=[CH:40][CH:41]=2)[CH:31]=1)([CH3:2])([CH3:3])[CH3:4]. (3) Given the reactants [Cl:1][C:2]1[CH:7]=[CH:6][C:5]([NH:8][C:9]([NH:11][C:12]2[CH:17]=[C:16]([C:18]([F:21])([F:20])[F:19])[CH:15]=[C:14](O)[CH:13]=2)=[O:10])=[CH:4][C:3]=1[C:23]([F:26])([F:25])[F:24].[CH2:27](Br)[CH:28]=[CH2:29].C([O-])([O-])=O.[K+].[K+], predict the reaction product. The product is: [Cl:1][C:2]1[CH:7]=[CH:6][C:5]([NH:8][C:9]([NH:11][C:12]2[CH:17]=[C:16]([C:18]([F:21])([F:20])[F:19])[CH:15]=[C:14]([CH2:29][CH:28]=[CH2:27])[CH:13]=2)=[O:10])=[CH:4][C:3]=1[C:23]([F:26])([F:25])[F:24]. (4) Given the reactants [C:1]([O:5][C:6]([N:8]1[CH2:11][C:10]2([CH2:14][N:13](C(C3C=CC=CC=3)C)[CH2:12]2)[CH2:9]1)=[O:7])([CH3:4])([CH3:3])[CH3:2].C([O-])=O.[NH4+], predict the reaction product. The product is: [C:1]([O:5][C:6]([N:8]1[CH2:11][C:10]2([CH2:12][NH:13][CH2:14]2)[CH2:9]1)=[O:7])([CH3:4])([CH3:2])[CH3:3]. (5) Given the reactants [C:1]([CH2:3][N:4]1[C:13]2[C:8](=[N:9][CH:10]=[C:11]([CH2:14][C:15]3[CH:20]=[CH:19][C:18]([F:21])=[CH:17][CH:16]=3)[CH:12]=2)[C:7]([OH:22])=[C:6]([C:23](OCC)=[O:24])[C:5]1=[O:28])#[N:2].[CH3:29][O:30][CH2:31][CH2:32][NH2:33], predict the reaction product. The product is: [C:1]([CH2:3][N:4]1[C:13]2[C:8](=[N:9][CH:10]=[C:11]([CH2:14][C:15]3[CH:16]=[CH:17][C:18]([F:21])=[CH:19][CH:20]=3)[CH:12]=2)[C:7]([OH:22])=[C:6]([C:23]([NH:33][CH2:32][CH2:31][O:30][CH3:29])=[O:24])[C:5]1=[O:28])#[N:2]. (6) Given the reactants Cl[C:2]1[C:3]([NH2:9])=[N:4][CH:5]=[N:6][C:7]=1Cl.C(O[C:15](=[O:24])[NH:16][C@H:17]1[CH2:22][CH2:21][C@@H:20]([NH2:23])[CH2:19][CH2:18]1)(C)(C)C.[C:25]1([NH:31][C:32](=[O:48])[C:33]2[CH:38]=[CH:37][C:36](B3OC(C)(C)C(C)(C)O3)=[CH:35][CH:34]=2)[CH:30]=[CH:29][CH:28]=[CH:27][CH:26]=1.[C:49](Cl)(=O)[CH:50]=C, predict the reaction product. The product is: [C:15]([NH:16][C@@H:17]1[CH2:18][CH2:19][C@H:20]([NH:23][C:7]2[C:2]([C:36]3[CH:37]=[CH:38][C:33]([C:32]([NH:31][C:25]4[CH:30]=[CH:29][CH:28]=[CH:27][CH:26]=4)=[O:48])=[CH:34][CH:35]=3)=[C:3]([NH2:9])[N:4]=[CH:5][N:6]=2)[CH2:21][CH2:22]1)(=[O:24])[CH:49]=[CH2:50]. (7) Given the reactants C(OC([N:8]1[CH2:14][CH2:13][C:12]2[CH:15]=[C:16]([NH:19][C:20]3[N:37]=[C:23]4[CH:24]=[CH:25][CH:26]=[C:27]([C:28]5[CH:33]=[CH:32][CH:31]=[CH:30][C:29]=5[CH2:34][O:35][CH3:36])[N:22]4[N:21]=3)[CH:17]=[CH:18][C:11]=2[CH2:10][CH2:9]1)=O)(C)(C)C, predict the reaction product. The product is: [CH3:36][O:35][CH2:34][C:29]1[CH:30]=[CH:31][CH:32]=[CH:33][C:28]=1[C:27]1[N:22]2[N:21]=[C:20]([NH:19][C:16]3[CH:17]=[CH:18][C:11]4[CH2:10][CH2:9][NH:8][CH2:14][CH2:13][C:12]=4[CH:15]=3)[N:37]=[C:23]2[CH:24]=[CH:25][CH:26]=1. (8) Given the reactants Br[C:2]1[C:3](=[O:20])[N:4]([C:9]2[CH:10]=[C:11]([CH:16]=[CH:17][C:18]=2[CH3:19])[C:12]([O:14]C)=O)[CH:5]=[C:6](Br)[N:7]=1.[C:21]1([C@H:27]([CH3:30])[CH2:28][NH2:29])[CH:26]=[CH:25][CH:24]=[CH:23][CH:22]=1.[CH:31]1([NH2:34])[CH2:33][CH2:32]1.C1([Mg]Br)CCCC1, predict the reaction product. The product is: [CH:31]1([NH:34][C:12](=[O:14])[C:11]2[CH:16]=[CH:17][C:18]([CH3:19])=[C:9]([N:4]3[CH:5]=[CH:6][N:7]=[C:2]([NH:29][CH2:28][C@H:27]([C:21]4[CH:26]=[CH:25][CH:24]=[CH:23][CH:22]=4)[CH3:30])[C:3]3=[O:20])[CH:10]=2)[CH2:33][CH2:32]1. (9) Given the reactants [CH:1]1([CH2:8][CH2:9][NH:10][C:11](=[O:58])[C@H:12]([CH3:57])[C@H:13]([C@@H:16]2[CH2:20][CH2:19][CH2:18][N:17]2[C:21](=[O:56])[CH2:22][C@@H:23]([O:54][CH3:55])[C@@H:24]([N:29]([CH3:53])[C:30](=[O:52])[C@@H:31]([NH:35][C:36]([C@@:38]2([CH3:51])[CH2:43][CH2:42][CH2:41][CH2:40][N:39]2C(OC(C)(C)C)=O)=[O:37])[CH:32]([CH3:34])[CH3:33])[C@@H:25]([CH3:28])[CH2:26][CH3:27])[O:14][CH3:15])[CH:7]=[CH:6][CH:5]=[CH:4][CH:3]=[CH:2]1.[ClH:59], predict the reaction product. The product is: [ClH:59].[CH:1]1([CH2:8][CH2:9][NH:10][C:11](=[O:58])[C@H:12]([CH3:57])[C@H:13]([C@@H:16]2[CH2:20][CH2:19][CH2:18][N:17]2[C:21](=[O:56])[CH2:22][C@@H:23]([O:54][CH3:55])[C@@H:24]([N:29]([CH3:53])[C:30](=[O:52])[C@@H:31]([NH:35][C:36]([C@@:38]2([CH3:51])[CH2:43][CH2:42][CH2:41][CH2:40][NH:39]2)=[O:37])[CH:32]([CH3:34])[CH3:33])[C@@H:25]([CH3:28])[CH2:26][CH3:27])[O:14][CH3:15])[CH:2]=[CH:3][CH:4]=[CH:5][CH:6]=[CH:7]1. (10) Given the reactants [OH:1][CH2:2][CH2:3][CH2:4][O:5][C:6]1[CH:13]=[CH:12][C:9]([C:10]#[N:11])=[CH:8][N:7]=1.[SH2:14].C(NCC)C, predict the reaction product. The product is: [OH:1][CH2:2][CH2:3][CH2:4][O:5][C:6]1[CH:13]=[CH:12][C:9]([C:10]([NH2:11])=[S:14])=[CH:8][N:7]=1.